Dataset: Experimentally validated miRNA-target interactions with 360,000+ pairs, plus equal number of negative samples. Task: Binary Classification. Given a miRNA mature sequence and a target amino acid sequence, predict their likelihood of interaction. (1) The protein sequence of the target gene is MARRPRAPAASGEEFSFVSPLVKYLLFFFNMLFWVISMVMVAVGVYARLMKHAEAALACLAVDPAILLIVVGVLMFLLTFCGCIGSLRENICLLQTFSLCLTAVFLLQLAAGILGFVFSDKARGKVSEIINNAIVHYRDDLDLQNLIDFGQKKFSCCGGISYKDWSQNMYFNCSEDNPSRERCSVPYSCCLPTPDQAVINTMCGQGMQAFDYLEASKVIYTNGCIDKLVNWIHSNLFLLGGVALGLAIPQLVGILLSQILVNQIKDQIKLQLYNQQHRADPWY. The miRNA is hsa-miR-10b-5p with sequence UACCCUGUAGAACCGAAUUUGUG. Result: 1 (interaction). (2) The miRNA is mmu-miR-93-5p with sequence CAAAGUGCUGUUCGUGCAGGUAG. The protein sequence of the target gene is MAAQALALLREVARLEAPLEELRALHSVLQAVPLNELRQQAAELRLGPLFSLLNENHREKTTLCVSILERLLQAMEPVHVARNLRVDLQRGLIHPDDSVKILTLSQIGRIVENSDAVTEILNNAELLKQIVYCIGGENLSVAKAAIKSLSRISLTQAGLEALFESNLLDDLKSVMKTNDIVRYRVYELIIEISSVSPESLNYCTTSGLVTQLLRELTGEDVLVRATCIEMVTSLAYTHHGRQYLAQEGVIDQISNIIVGADSDPFSSFYLPGFVKFFGNLAVMDSPQQICERYPIFVEKV.... Result: 0 (no interaction). (3) The miRNA is hsa-miR-6077 with sequence GGGAAGAGCUGUACGGCCUUC. The protein sequence of the target gene is MIRNWLTIFILFPLKLVEKCESSVSLTVPPVVKLENGSSTNVSLTLRPPLNATLVITFEITFRSKNITILELPDEVVVPPGVTNSSFQVTSQNVGQLTVYLHGNHSNQTGPRIRFLVIRSSAISIINQVIGWIYFVAWSISFYPQVIMNWRRKSVIGLSFDFVALNLTGFVAYSVFNIGLLWVPYIKEQFLLKYPNGVNPVNSNDVFFSLHAVVLTLIIIVQCCLYERGGQRVSWPAIGFLVLAWLFAFVTMIVAAVGVTTWLQFLFCFSYIKLAVTLVKYFPQAYMNFYYKSTEGWSIG.... Result: 0 (no interaction).